This data is from Peptide-MHC class II binding affinity with 134,281 pairs from IEDB. The task is: Regression. Given a peptide amino acid sequence and an MHC pseudo amino acid sequence, predict their binding affinity value. This is MHC class II binding data. (1) The MHC is DRB4_0101 with pseudo-sequence DRB4_0103. The peptide sequence is RQELRCGSGVFIHNDVEA. The binding affinity (normalized) is 0.199. (2) The peptide sequence is QLALHKMKSSDAREE. The MHC is DRB1_0802 with pseudo-sequence DRB1_0802. The binding affinity (normalized) is 0.107.